Dataset: Peptide-MHC class II binding affinity with 134,281 pairs from IEDB. Task: Regression. Given a peptide amino acid sequence and an MHC pseudo amino acid sequence, predict their binding affinity value. This is MHC class II binding data. (1) The peptide sequence is AAMTAGTTVYGAFAA. The MHC is HLA-DPA10103-DPB10401 with pseudo-sequence HLA-DPA10103-DPB10401. The binding affinity (normalized) is 0.192. (2) The MHC is HLA-DPA10201-DPB10501 with pseudo-sequence HLA-DPA10201-DPB10501. The binding affinity (normalized) is 0.225. The peptide sequence is FKCDRGSISIVNN. (3) The peptide sequence is MVGTILEMLGTRLDQ. The MHC is HLA-DPA10201-DPB11401 with pseudo-sequence HLA-DPA10201-DPB11401. The binding affinity (normalized) is 0.0375. (4) The peptide sequence is GPIVHDAIHRSAARS. The MHC is HLA-DPA10103-DPB10401 with pseudo-sequence HLA-DPA10103-DPB10401. The binding affinity (normalized) is 0. (5) The peptide sequence is FTTTLFLHLVGFPTH. The MHC is DRB1_0701 with pseudo-sequence DRB1_0701. The binding affinity (normalized) is 0.823. (6) The peptide sequence is GELQIVDKIDAANKI. The MHC is DRB1_0701 with pseudo-sequence DRB1_0701. The binding affinity (normalized) is 0.838. (7) The peptide sequence is DTFRKDFRVYSNFLR. The MHC is DRB1_1101 with pseudo-sequence DRB1_1101. The binding affinity (normalized) is 0.628. (8) The peptide sequence is VSCRVKLSALTLKGT. The MHC is DRB1_0802 with pseudo-sequence DRB1_0802. The binding affinity (normalized) is 0.495. (9) The peptide sequence is KSKFNILSSPLFNNF. The MHC is DRB1_0701 with pseudo-sequence DRB1_0701. The binding affinity (normalized) is 0.614. (10) The peptide sequence is ANGYFSGHVIPACKN. The MHC is HLA-DQA10301-DQB10302 with pseudo-sequence HLA-DQA10301-DQB10302. The binding affinity (normalized) is 0.189.